This data is from Reaction yield outcomes from USPTO patents with 853,638 reactions. The task is: Predict the reaction yield, written as a fraction of the theoretical maximum amount of product (1.0 means a 100% yield; for example, 0.34 means a 34% yield). (1) The reactants are [CH2:1]([C:6]1([C:10]2[CH:15]=[CH:14][CH:13]=[CH:12][CH:11]=2)[CH2:9][NH:8][CH2:7]1)[CH2:2][CH2:3][CH2:4][CH3:5].[NH:16]1[CH:20]=[C:19]([CH2:21][CH2:22][C:23]([NH:25][C@H:26]([CH2:30][C:31]2[CH:36]=[CH:35][C:34]([O:37][CH3:38])=[CH:33][CH:32]=2)[C:27](O)=[O:28])=[O:24])[N:18]=[CH:17]1.C(Cl)CCl.C1C=CC2N(O)N=NC=2C=1.[OH-].[Na+]. The catalyst is CN(C=O)C. The product is [CH3:38][O:37][C:34]1[CH:35]=[CH:36][C:31]([CH2:30][C@@H:26]([NH:25][C:23](=[O:24])[CH2:22][CH2:21][C:19]2[N:18]=[CH:17][NH:16][CH:20]=2)[C:27](=[O:28])[N:8]2[CH2:7][C:6]([CH2:1][CH2:2][CH2:3][CH2:4][CH3:5])([C:10]3[CH:15]=[CH:14][CH:13]=[CH:12][CH:11]=3)[CH2:9]2)=[CH:32][CH:33]=1. The yield is 0.490. (2) The reactants are [Br:1][C:2]1[CH:3]=[C:4]2[C:9](=[CH:10][CH:11]=1)[N:8]=[CH:7][C:6]([C:12](=[O:14])[CH3:13])=[C:5]2Cl.[CH3:16][N:17]1[CH2:22][CH2:21][N:20]([CH2:23][C:24]2[CH:30]=[CH:29][C:27]([NH2:28])=[CH:26][CH:25]=2)[CH2:19][CH2:18]1. No catalyst specified. The product is [Br:1][C:2]1[CH:3]=[C:4]2[C:9](=[CH:10][CH:11]=1)[N:8]=[CH:7][C:6]([C:12](=[O:14])[CH3:13])=[C:5]2[NH:28][C:27]1[CH:26]=[CH:25][C:24]([CH2:23][N:20]2[CH2:19][CH2:18][N:17]([CH3:16])[CH2:22][CH2:21]2)=[CH:30][CH:29]=1. The yield is 0.820.